Dataset: Catalyst prediction with 721,799 reactions and 888 catalyst types from USPTO. Task: Predict which catalyst facilitates the given reaction. (1) Reactant: O[C:2]1[CH:10]=[CH:9][CH:8]=[C:7]2[C:3]=1[CH2:4][CH2:5][C:6]2=[O:11].N1C=CN=C1.C([Si](C)(C)Cl)(C)(C)C.O. Product: [CH2:4]1[C:3]2[C:7](=[CH:8][CH:9]=[CH:10][CH:2]=2)[C:6](=[O:11])[CH2:5]1. The catalyst class is: 3. (2) Product: [NH2:1][C:2]1[CH:7]=[CH:6][CH:5]=[CH:4][C:3]=1[S:8][CH2:10][C:11]1[CH:20]=[CH:19][CH:18]=[CH:17][C:12]=1[C:13]([O:15][CH3:16])=[O:14]. Reactant: [NH2:1][C:2]1[CH:7]=[CH:6][CH:5]=[CH:4][C:3]=1[SH:8].Br[CH2:10][C:11]1[CH:20]=[CH:19][CH:18]=[CH:17][C:12]=1[C:13]([O:15][CH3:16])=[O:14].C([O-])([O-])=O.[K+].[K+]. The catalyst class is: 3. (3) Reactant: [CH3:1][C:2]1[NH:3][C:4]2[C:9]([C:10]=1[CH:11]=O)=[CH:8][CH:7]=[CH:6][CH:5]=2.[C:13]([C:16]1[CH:21]=[CH:20][N:19]=[CH:18][CH:17]=1)(=[O:15])[CH3:14].N1CCCCC1. Product: [CH3:1][C:2]1[NH:3][C:4]2[C:9]([C:10]=1/[CH:11]=[CH:14]/[C:13]([C:16]1[CH:21]=[CH:20][N:19]=[CH:18][CH:17]=1)=[O:15])=[CH:8][CH:7]=[CH:6][CH:5]=2. The catalyst class is: 5.